This data is from Catalyst prediction with 721,799 reactions and 888 catalyst types from USPTO. The task is: Predict which catalyst facilitates the given reaction. Reactant: C1(P(C2C=CC=CC=2)C2C=CC=CC=2)C=CC=CC=1.[CH2:20]([O:27][C:28](=[O:43])[NH:29][C:30]1[C:39]2[CH2:38][CH:37]([N:40]=[N+]=[N-])[CH2:36][CH2:35][C:34]=2[CH:33]=[CH:32][CH:31]=1)[C:21]1[CH:26]=[CH:25][CH:24]=[CH:23][CH:22]=1.O. Product: [CH2:20]([O:27][C:28](=[O:43])[NH:29][C:30]1[C:39]2[CH2:38][CH:37]([NH2:40])[CH2:36][CH2:35][C:34]=2[CH:33]=[CH:32][CH:31]=1)[C:21]1[CH:26]=[CH:25][CH:24]=[CH:23][CH:22]=1. The catalyst class is: 1.